From a dataset of Full USPTO retrosynthesis dataset with 1.9M reactions from patents (1976-2016). Predict the reactants needed to synthesize the given product. Given the product [CH3:1][CH:2]([CH3:33])[CH2:3][C@@H:4]([NH:25][C:26](=[O:32])[O:27][C:28]([CH3:31])([CH3:30])[CH3:29])[C:5](=[O:24])[NH:6][CH:7]1[CH2:16][C:15]2[C:10](=[C:11]([N:17]3[CH2:21][CH2:20][CH2:19][C:18]3=[O:22])[CH:12]=[CH:13][CH:14]=2)[N:9]([CH2:36][C:37]2[CH:42]=[CH:41][CH:40]=[CH:39][N:38]=2)[C:8]1=[O:23], predict the reactants needed to synthesize it. The reactants are: [CH3:1][CH:2]([CH3:33])[CH2:3][C@@H:4]([NH:25][C:26](=[O:32])[O:27][C:28]([CH3:31])([CH3:30])[CH3:29])[C:5](=[O:24])[NH:6][CH:7]1[CH2:16][C:15]2[C:10](=[C:11]([N:17]3[CH2:21][CH2:20][CH2:19][C:18]3=[O:22])[CH:12]=[CH:13][CH:14]=2)[NH:9][C:8]1=[O:23].Br.Br[CH2:36][C:37]1[CH:42]=[CH:41][CH:40]=[CH:39][N:38]=1.[H-].[Na+].